This data is from Full USPTO retrosynthesis dataset with 1.9M reactions from patents (1976-2016). The task is: Predict the reactants needed to synthesize the given product. Given the product [C:20]([NH:4][CH2:1][C:2]#[CH:3])([O:19][CH2:12][C:13]1[CH:18]=[CH:17][CH:16]=[CH:15][CH:14]=1)=[O:21], predict the reactants needed to synthesize it. The reactants are: [CH2:1]([NH2:4])[C:2]#[CH:3].C(N(CC)CC)C.[CH2:12]([O:19][C:20](Cl)=[O:21])[C:13]1[CH:18]=[CH:17][CH:16]=[CH:15][CH:14]=1.